The task is: Regression. Given a peptide amino acid sequence and an MHC pseudo amino acid sequence, predict their binding affinity value. This is MHC class I binding data.. This data is from Peptide-MHC class I binding affinity with 185,985 pairs from IEDB/IMGT. (1) The peptide sequence is ALYLVCGERGF. The MHC is HLA-A02:01 with pseudo-sequence HLA-A02:01. The binding affinity (normalized) is 0.286. (2) The peptide sequence is KRWIILGLNK. The MHC is Mamu-B08 with pseudo-sequence Mamu-B08. The binding affinity (normalized) is 0.412. (3) The peptide sequence is YTEAAAATCA. The MHC is HLA-A02:03 with pseudo-sequence HLA-A02:03. The binding affinity (normalized) is 0.105. (4) The peptide sequence is DYDQRDYGF. The MHC is HLA-B08:01 with pseudo-sequence HLA-B08:01. The binding affinity (normalized) is 0.0847. (5) The MHC is HLA-A03:01 with pseudo-sequence HLA-A03:01. The binding affinity (normalized) is 0.579. The peptide sequence is GVYPSFMSR. (6) The peptide sequence is KSFSAGMFH. The MHC is HLA-A29:02 with pseudo-sequence HLA-A29:02. The binding affinity (normalized) is 0.0847. (7) The peptide sequence is QDYTSGPGI. The MHC is Mamu-A11 with pseudo-sequence Mamu-A11. The binding affinity (normalized) is 0.245.